From a dataset of Full USPTO retrosynthesis dataset with 1.9M reactions from patents (1976-2016). Predict the reactants needed to synthesize the given product. (1) The reactants are: P([O:9][CH2:10][C@H:11]1[O:15][C@@H:14]([N:16]2[C:25]3[N:24]=[CH:23][N:22]=[C:20]([NH2:21])[C:19]=3[N:18]=[CH:17]2)[C@H:13]([OH:26])[C@@H:12]1[OH:27])(OP(O)(O)=O)(=O)O.P(OC[C@H]1O[C@@H](N2C3N=CN=C(N)C=3N=C2)[C@H](O)[C@@H]1O)(OP(OP(O)(O)=O)(O)=O)(=O)O.[C@@H]1(N2C3N=CN=C(N)C=3N=C2)O[C@H](CO)[C@@H](O)[C@H]1O. Given the product [C@@H:14]1([N:16]2[C:25]3[N:24]=[CH:23][N:22]=[C:20]([NH2:21])[C:19]=3[N:18]=[CH:17]2)[O:15][C@H:11]([CH2:10][OH:9])[C@@H:12]([OH:27])[C@H:13]1[OH:26], predict the reactants needed to synthesize it. (2) Given the product [Cl:1][C:2]1[CH:3]=[C:4]2[C:8](=[CH:9][C:10]=1[O:11][CH3:12])[CH2:7][NH:6][CH2:5]2, predict the reactants needed to synthesize it. The reactants are: [Cl:1][C:2]1[CH:3]=[C:4]2[C:8](=[CH:9][C:10]=1[O:11][CH3:12])[CH2:7][N:6](CC1C=CC(OC)=CC=1)[CH2:5]2.C1(OC)C=CC=CC=1. (3) Given the product [Br:26][C:27]1[CH:34]=[C:33]([N:7]2[C:8]3[C:13](=[C:12]([C:14]4[CH:15]=[N:16][C:17]5[C:22]([CH:23]=4)=[CH:21][CH:20]=[CH:19][CH:18]=5)[CH:11]=[CH:10][CH:9]=3)[C:5]([C:4]([F:3])([F:24])[F:25])=[N:6]2)[CH:32]=[CH:31][C:28]=1[C:29]#[N:30], predict the reactants needed to synthesize it. The reactants are: [H-].[Na+].[F:3][C:4]([F:25])([F:24])[C:5]1[C:13]2[C:8](=[CH:9][CH:10]=[CH:11][C:12]=2[C:14]2[CH:15]=[N:16][C:17]3[C:22]([CH:23]=2)=[CH:21][CH:20]=[CH:19][CH:18]=3)[NH:7][N:6]=1.[Br:26][C:27]1[CH:34]=[C:33](F)[CH:32]=[CH:31][C:28]=1[C:29]#[N:30].[Cl-].[Na+]. (4) Given the product [NH2:31][C:30]1[CH:29]=[C:28]([C:25]2[CH:24]=[CH:23][C:22]([CH2:21][N:14]3[C:15]4[C:20](=[CH:19][CH:18]=[CH:17][CH:16]=4)[C:12]4([C:8]5[C:9](=[CH:34][C:5]6[O:4][N:3]=[C:2]([CH3:1])[C:6]=6[CH:7]=5)[O:10][CH2:11]4)[C:13]3=[O:33])=[CH:27][CH:26]=2)[NH:37][N:36]=1, predict the reactants needed to synthesize it. The reactants are: [CH3:1][C:2]1[C:6]2[CH:7]=[C:8]3[C:12]4([C:20]5[C:15](=[CH:16][CH:17]=[CH:18][CH:19]=5)[N:14]([CH2:21][C:22]5[CH:27]=[CH:26][C:25]([C:28](=O)[CH2:29][C:30]#[N:31])=[CH:24][CH:23]=5)[C:13]4=[O:33])[CH2:11][O:10][C:9]3=[CH:34][C:5]=2[O:4][N:3]=1.O.[NH2:36][NH2:37]. (5) Given the product [NH2:26][C@H:21]1[CH2:22][CH2:23][CH2:24][CH2:25][C@H:20]1[NH:27][C:14]1[N:15]=[CH:16][C:11]2[C:10]([NH2:19])=[N:9][CH:8]=[C:7]([C:5]3[CH:4]=[N:3][N:2]([CH3:1])[CH:6]=3)[C:12]=2[N:13]=1, predict the reactants needed to synthesize it. The reactants are: [CH3:1][N:2]1[CH:6]=[C:5]([C:7]2[C:12]3[N:13]=[C:14](SC)[N:15]=[CH:16][C:11]=3[C:10]([NH2:19])=[N:9][CH:8]=2)[CH:4]=[N:3]1.[C@@H:20]1([NH2:27])[CH2:25][CH2:24][CH2:23][CH2:22][C@@H:21]1[NH2:26]. (6) The reactants are: C[O:2][CH2:3][C@H:4]([CH3:39])[O:5][C:6]1[CH:7]=[C:8]([CH:25]=[C:26]([C:28]2[NH:29][C:30]([C:33]3[O:34][C@@H:35]([CH3:38])[CH2:36][N:37]=3)=[CH:31][CH:32]=2)[CH:27]=1)[O:9][C:10]1[CH:15]=[N:14][C:13]([C:16]([N:18]2[CH2:23][CH2:22][N:21]([CH3:24])[CH2:20][CH2:19]2)=[O:17])=[CH:12][N:11]=1.B(Br)(Br)Br.C(=O)([O-])O.[Na+]. Given the product [CH3:38][C@@H:35]1[O:34][C:33]([C:30]2[NH:29][C:28]([C:26]3[CH:27]=[C:6]([CH:7]=[C:8]([O:9][C:10]4[CH:15]=[N:14][C:13]([C:16]([N:18]5[CH2:19][CH2:20][N:21]([CH3:24])[CH2:22][CH2:23]5)=[O:17])=[CH:12][N:11]=4)[CH:25]=3)[O:5][C@@H:4]([CH3:39])[CH2:3][OH:2])=[CH:32][CH:31]=2)=[N:37][CH2:36]1, predict the reactants needed to synthesize it. (7) Given the product [Br:1][C:2]1[CH:9]=[CH:8][C:7]([O:10][CH3:11])=[CH:6][C:3]=1[CH2:4][O:5][CH:13]1[CH2:14][CH2:15][CH2:16][CH2:17][O:12]1, predict the reactants needed to synthesize it. The reactants are: [Br:1][C:2]1[CH:9]=[CH:8][C:7]([O:10][CH3:11])=[CH:6][C:3]=1[CH2:4][OH:5].[O:12]1[CH:17]=[CH:16][CH2:15][CH2:14][CH2:13]1. (8) Given the product [F:1][C:2]1[C:3]([O:12][CH3:13])=[C:4]([NH:14][C:15]2[CH:20]=[CH:19][CH:18]=[CH:17][CH:16]=2)[C:5]([N+:8]([O-:10])=[O:9])=[CH:6][CH:7]=1, predict the reactants needed to synthesize it. The reactants are: [F:1][C:2]1[CH:7]=[CH:6][C:5]([N+:8]([O-:10])=[O:9])=[C:4](F)[C:3]=1[O:12][CH3:13].[NH2:14][C:15]1[CH:20]=[CH:19][CH:18]=[CH:17][CH:16]=1.